This data is from Reaction yield outcomes from USPTO patents with 853,638 reactions. The task is: Predict the reaction yield, written as a fraction of the theoretical maximum amount of product (1.0 means a 100% yield; for example, 0.34 means a 34% yield). (1) The reactants are [Cl:1][C:2]1[CH:3]=[C:4]([NH:17][C:18]2[C:27]3[C:22](=[CH:23][C:24]([O:31][CH2:32][CH3:33])=[C:25]([N+:28]([O-])=O)[CH:26]=3)[N:21]=[CH:20][N:19]=2)[CH:5]=[CH:6][C:7]=1[O:8][CH2:9][C:10]1[CH:15]=[CH:14][CH:13]=[C:12]([F:16])[CH:11]=1. The catalyst is CO.[Ni]. The product is [Cl:1][C:2]1[CH:3]=[C:4]([NH:17][C:18]2[C:27]3[C:22](=[CH:23][C:24]([O:31][CH2:32][CH3:33])=[C:25]([NH2:28])[CH:26]=3)[N:21]=[CH:20][N:19]=2)[CH:5]=[CH:6][C:7]=1[O:8][CH2:9][C:10]1[CH:15]=[CH:14][CH:13]=[C:12]([F:16])[CH:11]=1. The yield is 0.900. (2) The reactants are [CH3:1][O:2][C:3]1[CH:8]=[C:7]([O:9][CH3:10])[CH:6]=[CH:5][C:4]=1[CH2:11]C(O)=O.C([N:17]([CH2:20]C)CC)C.C1(P(N=[N+]=[N-])(C2C=CC=CC=2)=[O:29])C=CC=CC=1. The catalyst is C1(C)C=CC=CC=1. The product is [CH3:1][O:2][C:3]1[CH:8]=[C:7]([O:9][CH3:10])[CH:6]=[CH:5][C:4]=1[CH2:11][N:17]=[C:20]=[O:29]. The yield is 0.600. (3) The reactants are [CH3:1][O:2][C:3]1[CH:8]=[CH:7][C:6]([C:9]2([C:12]3O[C:15]([NH2:17])=[N:14][N:13]=3)[CH2:11][CH2:10]2)=[CH:5][CH:4]=1.[NH2:18][NH2:19]. The catalyst is O. The product is [CH3:1][O:2][C:3]1[CH:8]=[CH:7][C:6]([C:9]2([C:12]3[N:18]([NH2:19])[C:15]([NH2:17])=[N:14][N:13]=3)[CH2:11][CH2:10]2)=[CH:5][CH:4]=1. The yield is 0.471. (4) The reactants are [Br:1]N1C(=O)CCC1=O.C(#N)C.[CH3:12][C:13]1([CH3:25])[CH2:17][C:16]2[C:18]([CH3:24])=[CH:19][C:20]([CH3:23])=[C:21]([CH3:22])[C:15]=2[O:14]1. The catalyst is O. The product is [Br:1][C:19]1[C:20]([CH3:23])=[C:21]([CH3:22])[C:15]2[O:14][C:13]([CH3:25])([CH3:12])[CH2:17][C:16]=2[C:18]=1[CH3:24]. The yield is 0.860. (5) The product is [Cl:16][C:13]1[CH:14]=[CH:15][C:10]([O:9][C:6]2[CH:7]=[CH:8][C:3]([CH2:1][CH2:2][OH:31])=[CH:4][C:5]=2[F:21])=[CH:11][C:12]=1[C:17]([F:20])([F:18])[F:19]. The yield is 0.950. The reactants are [CH:1]([C:3]1[CH:8]=[CH:7][C:6]([O:9][C:10]2[CH:15]=[CH:14][C:13]([Cl:16])=[C:12]([C:17]([F:20])([F:19])[F:18])[CH:11]=2)=[C:5]([F:21])[CH:4]=1)=[CH2:2].B1C2CCCC1CCC2.[OH-:31].[Na+].OO. The catalyst is C1COCC1. (6) The reactants are [C:1]1(=[O:13])[C:5]2[CH:6]=[C:7]3[N:12]([C:4]=2[CH2:3][NH:2]1)[CH2:11][CH2:10][CH2:9][CH2:8]3.Br[C:15]1[N:22]=[CH:21][CH:20]=[C:19]([Cl:23])[C:16]=1[CH:17]=[O:18].CC1(C)C2C(=C(P(C3C=CC=CC=3)C3C=CC=CC=3)C=CC=2)OC2C(P(C3C=CC=CC=3)C3C=CC=CC=3)=CC=CC1=2.C([O-])([O-])=O.[Cs+].[Cs+]. The catalyst is C1C=CC(/C=C/C(/C=C/C2C=CC=CC=2)=O)=CC=1.C1C=CC(/C=C/C(/C=C/C2C=CC=CC=2)=O)=CC=1.C1C=CC(/C=C/C(/C=C/C2C=CC=CC=2)=O)=CC=1.[Pd].[Pd].O1CCOCC1. The product is [Cl:23][C:19]1[C:16]([CH:17]=[O:18])=[C:15]([N:2]2[CH2:3][C:4]3[N:12]4[C:7]([CH2:8][CH2:9][CH2:10][CH2:11]4)=[CH:6][C:5]=3[C:1]2=[O:13])[N:22]=[CH:21][CH:20]=1. The yield is 0.420. (7) The reactants are [CH2:1]([NH2:4])[CH:2]=[CH2:3].[C:5]([NH:9][C:10]1[C:11]2[S:19][CH:18]=[C:17]([CH3:20])[C:12]=2[N:13]=[C:14](Cl)[N:15]=1)([CH3:8])([CH3:7])[CH3:6]. The catalyst is O. The product is [CH2:1]([NH:4][C:14]1[N:15]=[C:10]([NH:9][C:5]([CH3:8])([CH3:7])[CH3:6])[C:11]2[S:19][CH:18]=[C:17]([CH3:20])[C:12]=2[N:13]=1)[CH:2]=[CH2:3]. The yield is 0.915. (8) The reactants are [CH2:1]([OH:77])[C@H:2]1[O:7][C@@H:6]2[O:8][C@H:9]3[C@H:14]([OH:15])[C@@H:13]([OH:16])[C@@H:12]([O:17][C@H:18]4[C@H:23]([OH:24])[C@@H:22]([OH:25])[C@@H:21]([O:26][C@H:27]5[C@H:32]([OH:33])[C@@H:31]([OH:34])[C@@H:30]([O:35][C@H:36]6[C@H:41]([OH:42])[C@@H:40]([OH:43])[C@@H:39]([O:44][C@H:45]7[C@H:50]([OH:51])[C@@H:49]([OH:52])[C@@H:48]([O:53][C@H:54]8[C@H:60]([OH:61])[C@@H:59]([OH:62])[C@@H:57]([O:58][C@H:3]1[C@H:4]([OH:76])[C@H:5]2[OH:75])[O:56][C@@H:55]8[CH2:63][OH:64])[O:47][C@@H:46]7[CH2:65][OH:66])[O:38][C@@H:37]6[CH2:67][OH:68])[O:29][C@@H:28]5[CH2:69][OH:70])[O:20][C@@H:19]4[CH2:71][OH:72])[O:11][C@@H:10]3[CH2:73][OH:74].C(ON1C(=O)CCC1=O)(=O)CCCCCCC(ON1C(=O)CCC1=O)=O.C(ON1C(=O)CCC1=O)(=O)CCCCCCC(ON1C(=O)CCC1=O)=O. No catalyst specified. The product is [CH2:67]([OH:68])[C@H:37]1[O:38][C@@H:39]2[O:44][C@H:45]3[C@H:50]([OH:51])[C@@H:49]([OH:52])[C@@H:48]([O:53][C@H:54]4[C@H:60]([OH:61])[C@@H:59]([OH:62])[C@@H:57]([O:58][C@H:3]5[C@H:4]([OH:76])[C@@H:5]([OH:75])[C@@H:6]([O:8][C@H:9]6[C@H:14]([OH:15])[C@@H:13]([OH:16])[C@@H:12]([O:17][C@H:18]7[C@H:23]([OH:24])[C@@H:22]([OH:25])[C@@H:21]([O:26][C@H:27]8[C@H:32]([OH:33])[C@@H:31]([OH:34])[C@@H:30]([O:35][C@H:36]1[C@H:41]([OH:42])[C@H:40]2[OH:43])[O:29][C@@H:28]8[CH2:69][OH:70])[O:20][C@@H:19]7[CH2:71][OH:72])[O:11][C@@H:10]6[CH2:73][OH:74])[O:7][C@@H:2]5[CH2:1][OH:77])[O:56][C@@H:55]4[CH2:63][OH:64])[O:47][C@@H:46]3[CH2:65][OH:66]. The yield is 0.670.